This data is from Forward reaction prediction with 1.9M reactions from USPTO patents (1976-2016). The task is: Predict the product of the given reaction. Given the reactants [OH:1][C@H:2]1[CH2:23][CH2:22][C@@:21]2([CH3:24])[CH:4]([CH2:5][CH2:6][C:7]3[C:8]4[C@:17]([CH3:25])([CH2:18][CH2:19][C:20]=32)[C@@H:11]([C@@H:12]([CH3:16])[CH2:13][CH:14]=O)[CH2:10][CH:9]=4)[C:3]1([CH3:27])[CH3:26].[CH3:28][NH:29][CH3:30].C(O[BH-](OC(=O)C)OC(=O)C)(=O)C.[Na+], predict the reaction product. The product is: [CH3:28][N:29]([CH2:14][CH2:13][C@@H:12]([C@@H:11]1[C@:17]2([CH3:25])[C:8]([C:7]3[CH2:6][CH2:5][C@@H:4]4[C@:21]([C:20]=3[CH2:19][CH2:18]2)([CH3:24])[CH2:22][CH2:23][C@H:2]([OH:1])[C:3]4([CH3:26])[CH3:27])=[CH:9][CH2:10]1)[CH3:16])[CH3:30].